Dataset: Reaction yield outcomes from USPTO patents with 853,638 reactions. Task: Predict the reaction yield, written as a fraction of the theoretical maximum amount of product (1.0 means a 100% yield; for example, 0.34 means a 34% yield). The reactants are [O:1]1[CH2:6][CH2:5][O:4][C:3]2[CH:7]=[C:8]([C:11]3[C:12]([CH3:29])=[C:13]([CH:26]=[CH:27][CH:28]=3)[CH2:14][O:15][C:16]3[C:23]([CH3:24])=[CH:22][C:19]([CH:20]=[O:21])=[C:18]([OH:25])[CH:17]=3)[CH:9]=[CH:10][C:2]1=2.Cl[CH2:31][CH2:32][CH2:33][CH2:34][C:35]#[N:36].C(=O)([O-])[O-].[Cs+].[Cs+].O. The catalyst is CN(C=O)C. The product is [O:1]1[CH2:6][CH2:5][O:4][C:3]2[CH:7]=[C:8]([C:11]3[C:12]([CH3:29])=[C:13]([CH:26]=[CH:27][CH:28]=3)[CH2:14][O:15][C:16]3[C:23]([CH3:24])=[CH:22][C:19]([CH:20]=[O:21])=[C:18]([CH:17]=3)[O:25][CH2:31][CH2:32][CH2:33][CH2:34][C:35]#[N:36])[CH:9]=[CH:10][C:2]1=2. The yield is 0.760.